This data is from Full USPTO retrosynthesis dataset with 1.9M reactions from patents (1976-2016). The task is: Predict the reactants needed to synthesize the given product. (1) Given the product [OH:6][C:5]1[C@@H:7]([C@@H:9]([OH:10])[CH2:11][O:12][C:23]([CH:18]2[CH:17]3[CH2:13][CH:14]([CH:15]=[CH:16]3)[CH:19]2[C:20]([OH:22])=[O:21])=[O:24])[O:8][C:2](=[O:1])[C:3]=1[OH:4], predict the reactants needed to synthesize it. The reactants are: [O:1]=[C:2]1[O:8][C@H:7]([C@H:9]([CH2:11][OH:12])[OH:10])[C:5]([OH:6])=[C:3]1[OH:4].[CH2:13]1[CH:17]2[C@H:18]3[C:23](=[O:24])[O:22][C:20](=[O:21])[C@H:19]3[CH:14]1[CH:15]=[CH:16]2.O. (2) Given the product [ClH:16].[ClH:16].[CH3:13][N:11]1[CH2:12][CH:1]2[CH2:15][CH:9]([CH2:8][C:7]3[CH:6]=[CH:5][CH:4]=[N:3][C:2]=32)[CH2:10]1, predict the reactants needed to synthesize it. The reactants are: [CH:1]12[CH2:15][CH:9]([CH2:10][N:11]([CH:13]=O)[CH2:12]1)[CH2:8][C:7]1[C:2]2=[N:3][CH:4]=[CH:5][CH:6]=1.[ClH:16].[OH-].[Na+].Cl.CCOC(C)=O.N. (3) Given the product [CH3:14][O:13][C:10]1[CH:11]=[CH:12][C:5]2[C:6](=[CH:7][CH:8]=[C:3]([CH:2]([CH3:1])[C:15]([O:17][C:20]3[CH:21]=[CH:22][C:23]([N:24]=[C:52]=[S:53])=[CH:27][CH:19]=3)=[O:16])[CH:4]=2)[CH:9]=1, predict the reactants needed to synthesize it. The reactants are: [CH3:1][C@H:2]([C:15]([OH:17])=[O:16])[C:3]1[CH:8]=[CH:7][C:6]2[CH:9]=[C:10]([O:13][CH3:14])[CH:11]=[CH:12][C:5]=2[CH:4]=1.O[C:19]1[C:27]2N=N[NH:24][C:23]=2[CH:22]=[CH:21][CH:20]=1.C1CCC(N=C=NC2CCCCC2)CC1.OC1C=CC(C2S[S:53][C:52](=S)C=2)=CC=1. (4) Given the product [OH:25][C:22]([CH3:24])([CH3:23])[CH2:21][C:18]1[CH:17]=[CH:16][C:15]([O:14][C:12]2[CH2:13][N:9]([C@@H:4]([CH2:5][CH:6]([CH3:7])[CH3:8])[C:3]([OH:27])=[O:2])[C:10](=[O:26])[CH:11]=2)=[CH:20][CH:19]=1, predict the reactants needed to synthesize it. The reactants are: C[O:2][C:3](=[O:27])[C@@H:4]([N:9]1[CH2:13][C:12]([O:14][C:15]2[CH:20]=[CH:19][C:18]([CH2:21][C:22]([OH:25])([CH3:24])[CH3:23])=[CH:17][CH:16]=2)=[CH:11][C:10]1=[O:26])[CH2:5][CH:6]([CH3:8])[CH3:7].O.[OH-].[Li+]. (5) Given the product [C:26]([O:25][C:23]([N:20]1[CH2:19][CH2:18][N:17]([C:8]2[C:9]3[CH:14]=[C:13]([CH2:15][CH3:16])[S:12][C:10]=3[N:11]=[C:6]([C:4]([OH:5])=[O:3])[N:7]=2)[CH2:22][CH2:21]1)=[O:24])([CH3:29])([CH3:28])[CH3:27], predict the reactants needed to synthesize it. The reactants are: C([O:3][C:4]([C:6]1[N:7]=[C:8]([N:17]2[CH2:22][CH2:21][N:20]([C:23]([O:25][C:26]([CH3:29])([CH3:28])[CH3:27])=[O:24])[CH2:19][CH2:18]2)[C:9]2[CH:14]=[C:13]([CH2:15][CH3:16])[S:12][C:10]=2[N:11]=1)=[O:5])C.[OH-].[Na+]. (6) Given the product [F:1][C:2]([F:21])([F:20])[C:3]1[CH:4]=[C:5]([C:9]2[N:14]=[C:13]3[C:15](=[N:23][OH:24])[CH2:16][CH2:17][O:18][C:12]3=[CH:11][CH:10]=2)[CH:6]=[CH:7][CH:8]=1, predict the reactants needed to synthesize it. The reactants are: [F:1][C:2]([F:21])([F:20])[C:3]1[CH:4]=[C:5]([C:9]2[N:14]=[C:13]3[C:15](=O)[CH2:16][CH2:17][O:18][C:12]3=[CH:11][CH:10]=2)[CH:6]=[CH:7][CH:8]=1.Cl.[NH2:23][OH:24].C([O-])(O)=O.[Na+].